This data is from NCI-60 drug combinations with 297,098 pairs across 59 cell lines. The task is: Regression. Given two drug SMILES strings and cell line genomic features, predict the synergy score measuring deviation from expected non-interaction effect. (1) Cell line: SNB-75. Drug 1: CN1CCC(CC1)COC2=C(C=C3C(=C2)N=CN=C3NC4=C(C=C(C=C4)Br)F)OC. Synergy scores: CSS=6.15, Synergy_ZIP=-0.121, Synergy_Bliss=1.05, Synergy_Loewe=-13.9, Synergy_HSA=-4.11. Drug 2: CC1=CC2C(CCC3(C2CCC3(C(=O)C)OC(=O)C)C)C4(C1=CC(=O)CC4)C. (2) Drug 1: C(=O)(N)NO. Drug 2: C(CN)CNCCSP(=O)(O)O. Cell line: A549. Synergy scores: CSS=6.51, Synergy_ZIP=-3.17, Synergy_Bliss=-1.71, Synergy_Loewe=-9.49, Synergy_HSA=-2.17. (3) Drug 1: CC1=C(C(CCC1)(C)C)C=CC(=CC=CC(=CC(=O)O)C)C. Drug 2: C1CNP(=O)(OC1)N(CCCl)CCCl. Cell line: NCI/ADR-RES. Synergy scores: CSS=-2.76, Synergy_ZIP=0.426, Synergy_Bliss=-2.78, Synergy_Loewe=-4.37, Synergy_HSA=-5.11. (4) Drug 1: CC12CCC3C(C1CCC2NC(=O)OCC(F)(F)F)CCC4C3(C=CC(=O)N4C)C. Drug 2: C1CC(C1)(C2=CC=C(C=C2)C3=C(C=C4C(=N3)C=CN5C4=NNC5=O)C6=CC=CC=C6)N. Cell line: NCI-H460. Synergy scores: CSS=19.8, Synergy_ZIP=-5.39, Synergy_Bliss=-3.11, Synergy_Loewe=-3.43, Synergy_HSA=1.11. (5) Drug 1: CN(C)N=NC1=C(NC=N1)C(=O)N. Drug 2: C1C(C(OC1N2C=NC3=C2NC=NCC3O)CO)O. Cell line: UO-31. Synergy scores: CSS=18.9, Synergy_ZIP=-7.49, Synergy_Bliss=-3.00, Synergy_Loewe=0.154, Synergy_HSA=0.576. (6) Drug 1: CC1=C(C=C(C=C1)C(=O)NC2=CC(=CC(=C2)C(F)(F)F)N3C=C(N=C3)C)NC4=NC=CC(=N4)C5=CN=CC=C5. Drug 2: C#CCC(CC1=CN=C2C(=N1)C(=NC(=N2)N)N)C3=CC=C(C=C3)C(=O)NC(CCC(=O)O)C(=O)O. Cell line: K-562. Synergy scores: CSS=82.1, Synergy_ZIP=23.5, Synergy_Bliss=0.260, Synergy_Loewe=44.3, Synergy_HSA=1.41. (7) Drug 1: CC(C1=C(C=CC(=C1Cl)F)Cl)OC2=C(N=CC(=C2)C3=CN(N=C3)C4CCNCC4)N. Drug 2: C1C(C(OC1N2C=NC3=C(N=C(N=C32)Cl)N)CO)O. Cell line: HT29. Synergy scores: CSS=6.00, Synergy_ZIP=-3.76, Synergy_Bliss=-2.26, Synergy_Loewe=-7.58, Synergy_HSA=-3.29. (8) Drug 1: CCC1(CC2CC(C3=C(CCN(C2)C1)C4=CC=CC=C4N3)(C5=C(C=C6C(=C5)C78CCN9C7C(C=CC9)(C(C(C8N6C=O)(C(=O)OC)O)OC(=O)C)CC)OC)C(=O)OC)O.OS(=O)(=O)O. Drug 2: CCCCC(=O)OCC(=O)C1(CC(C2=C(C1)C(=C3C(=C2O)C(=O)C4=C(C3=O)C=CC=C4OC)O)OC5CC(C(C(O5)C)O)NC(=O)C(F)(F)F)O. Cell line: SK-MEL-5. Synergy scores: CSS=77.2, Synergy_ZIP=0.584, Synergy_Bliss=0.185, Synergy_Loewe=-0.389, Synergy_HSA=1.38. (9) Drug 1: C1CC(=O)NC(=O)C1N2C(=O)C3=CC=CC=C3C2=O. Drug 2: C(CN)CNCCSP(=O)(O)O. Cell line: M14. Synergy scores: CSS=-2.82, Synergy_ZIP=0.874, Synergy_Bliss=2.08, Synergy_Loewe=-5.21, Synergy_HSA=-4.53.